This data is from Reaction yield outcomes from USPTO patents with 853,638 reactions. The task is: Predict the reaction yield, written as a fraction of the theoretical maximum amount of product (1.0 means a 100% yield; for example, 0.34 means a 34% yield). (1) The reactants are [CH2:1]([C:3]12[CH2:19][CH2:18][C:17](=[O:20])[CH:16]=[C:4]1[CH2:5][CH2:6][CH2:7][C:8]1[CH:13]=[C:12]([O:14]C)[CH:11]=[CH:10][C:9]=12)[CH3:2].NC(C(O)=O)CCSC.CS(O)(=O)=O. The catalyst is C(Cl)Cl. The product is [CH2:1]([C:3]12[CH2:19][CH2:18][C:17](=[O:20])[CH:16]=[C:4]1[CH2:5][CH2:6][CH2:7][C:8]1[CH:13]=[C:12]([OH:14])[CH:11]=[CH:10][C:9]=12)[CH3:2]. The yield is 0.880. (2) The reactants are [CH3:1][O:2][C@@H:3]([CH3:7])[C:4](O)=[O:5].O=C1N(P(Cl)(N2CCOC2=O)=O)CCO1.C(N(CC)CC)C.[Br:30][C:31]1[C:32]([F:41])=[C:33]2[C:39]([NH2:40])=[CH:38][NH:37][C:34]2=[N:35][CH:36]=1.[Li+].[OH-].C([O-])([O-])=O.[Na+].[Na+]. The catalyst is C(Cl)Cl. The yield is 0.480. The product is [Br:30][C:31]1[C:32]([F:41])=[C:33]2[C:39]([NH:40][C:4](=[O:5])[C@@H:3]([O:2][CH3:1])[CH3:7])=[CH:38][NH:37][C:34]2=[N:35][CH:36]=1. (3) The reactants are [CH3:1][O:2][C:3]([C:5]1[CH:13]=[C:12]2[C:8]([CH:9]=[CH:10][N:11]2[CH2:14][CH3:15])=[CH:7][CH:6]=1)=[O:4].O=P(Cl)(Cl)Cl.[OH-].[Na+].CN([CH:26]=[O:27])C. No catalyst specified. The product is [CH3:1][O:2][C:3]([C:5]1[CH:13]=[C:12]2[C:8]([C:9]([CH:26]=[O:27])=[CH:10][N:11]2[CH2:14][CH3:15])=[CH:7][CH:6]=1)=[O:4]. The yield is 0.960. (4) The reactants are [CH3:1][C:2]1[CH:7]=[C:6]([CH3:8])[N:5]=[C:4](OS(C(F)(F)F)(=O)=O)[CH:3]=1.[N+:17]([C:20]1[CH:25]=[CH:24][C:23]([NH:26][CH2:27][CH2:28][NH2:29])=[CH:22][CH:21]=1)([O-:19])=[O:18]. The catalyst is COCCOCCOC. The product is [CH3:1][C:2]1[CH:7]=[C:6]([CH3:8])[N:5]=[C:4]([NH:29][CH2:28][CH2:27][NH:26][C:23]2[CH:22]=[CH:21][C:20]([N+:17]([O-:19])=[O:18])=[CH:25][CH:24]=2)[CH:3]=1. The yield is 0.550. (5) The reactants are [Cl:1][C:2]1[CH:3]=[C:4]([N:9]([CH2:19][C:20]2[NH:21][NH:22][C:23](=[O:25])[CH:24]=2)S(C2C=CC=CC=2)(=O)=O)[CH:5]=[C:6]([Cl:8])[CH:7]=1.OC1C=CC(C(O)=O)=CC=1.Br. The catalyst is CC(O)=O. The product is [Cl:1][C:2]1[CH:3]=[C:4]([NH:9][CH2:19][C:20]2[NH:21][NH:22][C:23](=[O:25])[CH:24]=2)[CH:5]=[C:6]([Cl:8])[CH:7]=1. The yield is 0.550. (6) The reactants are [CH3:1][C:2]1[CH:8]=[C:7]([C:9]([F:21])([C:14]([F:20])([F:19])[C:15]([F:18])([F:17])[F:16])[C:10]([F:13])([F:12])[F:11])[CH:6]=[C:5]([CH3:22])[C:3]=1N.[N:23]1C=CC=CC=1.O1CCCC1.[Cl:34][C:35]([Cl:51])([Cl:50])[CH2:36][O:37][C:38]([NH:40][C:41]1[CH:42]=[C:43]([CH:47]=[CH:48][CH:49]=1)[C:44](Cl)=[O:45])=[O:39]. The catalyst is O.C(OCC)(=O)C. The product is [CH3:22][C:5]1[CH:6]=[C:7]([C:9]([F:21])([C:14]([F:19])([F:20])[C:15]([F:16])([F:17])[F:18])[C:10]([F:11])([F:12])[F:13])[CH:8]=[C:2]([CH3:1])[C:3]=1[C:42]1[C:41]([NH:40][C:38]([O:37][CH2:36][C:35]([Cl:51])([Cl:50])[Cl:34])=[O:39])=[CH:49][CH:48]=[CH:47][C:43]=1[C:44]([NH2:23])=[O:45]. The yield is 0.710. (7) The reactants are [CH3:1][O:2][C:3](=[O:16])[C:4]1[CH:9]=[C:8]([N+:10]([O-:12])=[O:11])[C:7]([NH2:13])=[C:6]([Cl:14])[C:5]=1F.[NH2:17][C:18]1[CH:23]=[CH:22][CH:21]=[CH:20][CH:19]=1.O. The catalyst is CO. The product is [CH3:1][O:2][C:3](=[O:16])[C:4]1[CH:9]=[C:8]([N+:10]([O-:12])=[O:11])[C:7]([NH2:13])=[C:6]([Cl:14])[C:5]=1[NH:17][C:18]1[CH:23]=[CH:22][CH:21]=[CH:20][CH:19]=1. The yield is 0.840.